This data is from Catalyst prediction with 721,799 reactions and 888 catalyst types from USPTO. The task is: Predict which catalyst facilitates the given reaction. (1) Reactant: C(OC([NH:8][C:9]1[C:14]([C:15]([OH:17])=[O:16])=[CH:13][C:12]([Cl:18])=[N:11][CH:10]=1)=O)(C)(C)C.Cl. Product: [NH2:8][C:9]1[C:14]([C:15]([OH:17])=[O:16])=[CH:13][C:12]([Cl:18])=[N:11][CH:10]=1. The catalyst class is: 500. (2) Reactant: [F:1][CH:2]1[CH:7]([O:8][C:9]2[CH:15]=[CH:14][C:12]([NH2:13])=[CH:11][CH:10]=2)[CH2:6][CH2:5][N:4]([CH3:16])[CH2:3]1.Cl[C:18]1[N:27]=[CH:26][C:25]2[C:20](=[C:21]([C:28]3[CH:29]=[C:30]([NH:34][C:35](=[O:38])[CH:36]=[CH2:37])[CH:31]=[CH:32][CH:33]=3)[CH:22]=[CH:23][CH:24]=2)[N:19]=1.C(O)(C(F)(F)F)=O. Product: [F:1][CH:2]1[CH:7]([O:8][C:9]2[CH:15]=[CH:14][C:12]([NH:13][C:18]3[N:27]=[CH:26][C:25]4[C:20](=[C:21]([C:28]5[CH:29]=[C:30]([NH:34][C:35](=[O:38])[CH:36]=[CH2:37])[CH:31]=[CH:32][CH:33]=5)[CH:22]=[CH:23][CH:24]=4)[N:19]=3)=[CH:11][CH:10]=2)[CH2:6][CH2:5][N:4]([CH3:16])[CH2:3]1. The catalyst class is: 114. (3) Reactant: COC([C:5]1([C:18]2[C:27]3[C:22](=[CH:23][C:24]([F:29])=[C:25]([F:28])[CH:26]=3)[N:21]=[CH:20][N:19]=2)[CH2:10][CH2:9][N:8]([C:11]([O:13][C:14]([CH3:17])([CH3:16])[CH3:15])=[O:12])[CH2:7][CH2:6]1)=O.[Li+].[Cl-].O.[Na+].[Cl-]. Product: [C:14]([O:13][C:11]([N:8]1[CH2:9][CH2:10][CH:5]([C:18]2[C:27]3[C:22](=[CH:23][C:24]([F:29])=[C:25]([F:28])[CH:26]=3)[N:21]=[CH:20][N:19]=2)[CH2:6][CH2:7]1)=[O:12])([CH3:17])([CH3:15])[CH3:16]. The catalyst class is: 16. (4) Reactant: [N+:1]([C:4]1[CH:5]=[CH:6][C:7](=[O:11])[N:8]([CH3:10])[CH:9]=1)([O-])=O. Product: [NH2:1][C:4]1[CH:5]=[CH:6][C:7](=[O:11])[N:8]([CH3:10])[CH:9]=1. The catalyst class is: 604. (5) Product: [C:15]1([C@H:14]2[CH2:13][N:12]([C:21](=[O:26])[C:22]([F:24])([F:25])[F:23])[CH2:11][C@@H:10]2[CH2:9][OH:8])[CH:20]=[CH:19][CH:18]=[CH:17][CH:16]=1. Reactant: [Si]([O:8][CH2:9][C@@H:10]1[C@@H:14]([C:15]2[CH:20]=[CH:19][CH:18]=[CH:17][CH:16]=2)[CH2:13][N:12]([C:21](=[O:26])[C:22]([F:25])([F:24])[F:23])[CH2:11]1)(C(C)(C)C)(C)C.CCCC[N+](CCCC)(CCCC)CCCC.[F-]. The catalyst class is: 1.